Dataset: Experimentally validated miRNA-target interactions with 360,000+ pairs, plus equal number of negative samples. Task: Binary Classification. Given a miRNA mature sequence and a target amino acid sequence, predict their likelihood of interaction. (1) The miRNA is mmu-miR-210-3p with sequence CUGUGCGUGUGACAGCGGCUGA. The protein sequence of the target gene is MGLLPKPGARQGSGTSSVPARRCSRSVFNNIKVFVLCHGLLQLCQLLYSAYFKSSLTTIEKRFGLSSSSSGLISSLNEISNAILIIFVSYFGSRVNRPRMIGIGGLLLAAGAFVLTLPHFLSEPYQYASTTAGNSSHFQTDLCQKHLPGLLPSKCHSTVPDTQKETSSMWSLMVVAQLLAGVGTVPIQPFGISYVDDFAEPTNSPLYISILFAIAVFGPAFGYLLGSVMLRIFVDYGRVDTATVNLSPGDPRWIGAWWLGLLISSGFLIVTSLPFFFFPRAMSRGAERSVIAEETMKMEE.... Result: 1 (interaction). (2) Result: 1 (interaction). The protein sequence of the target gene is MVSWDKAHLGPKYVGLWDFKARTDEELSFQAGDLLHVTKKEELWWWATLLDAEGKALAEGYVPHNYLAEKETVESEPWFFGCISRSEAMHRLQAEDNSKGAFLIRVSQKPGADYVLSVRDAQAVRHYRIWKNNEGRLHLNEAVSFSNLSELVDYHKTQSLSHGLQLSMPCWKHKTEPLPHWDDWERPREEFTLCKKLGAGYFGEVFEALWKGQVHVAVKVISRDNLLHQHTFQAEIQAMKKLRHKHILSLYAVATAGDPVYIITELMPKGNLLQLLRDSDEKALPILELVDFASQVAEGM.... The miRNA is mmu-miR-1953 with sequence UGGGAAAGUUCUCAGGCUUCUG. (3) The miRNA is hsa-miR-1273h-5p with sequence CUGGGAGGUCAAGGCUGCAGU. The protein sequence of the target gene is MNALLEQKEQQERLREAAALGDIREVQKLVESGVDVNSQNEVNGWTCLHWACKRNHGQVVSYLLKSGADKEILTTKGEMPVQLTSRREIRKIMGVEEEDDDDDDDDNLPQLKKESELPFVPNYLANPAFPFIYTPTAEDSAQMQNGGPSTPPASPPADGSPPLLPPGEPPLLGTFPRDHTSLALVQNGDVSAPSAILRTPESTKPGPVCQPPVSQSRSLFSSVPSKPPMSLEPQNGTYAGPAPAFQPFFFTGAFPFNMQELVLKVRIQNPSLRENDFIEIELDRQELTYQELLRVCCCEL.... Result: 1 (interaction). (4) The miRNA is hsa-miR-4423-3p with sequence AUAGGCACCAAAAAGCAACAA. The protein sequence of the target gene is MPWKEESEFTKQDKAARVIQQAWKSFLNVAIFQHFKSLIDLRRQGEPRQIVKYINPKEAELLDAAAGIHVRFRLGGVKFPPDIYYKIFTHRPIEDLCANSPRNYAKLPAKHTSHNKNDHLQEEDHSGWYHRIENNGWRPVSDTFWLSTDGMVVEDKKESEFHFSKLKRRQDLEKKRKLRKIEWMRQMYYSGSLEAKSTHHETLGLIHTATKGLIRAFEDGGIDSVMEWEVDEVLNWTNTLNFDEYIASWKEIATSNSSANFKGFRFNQAQKNIYNYGGDISKMQMGIPDDTYYENVYQEP.... Result: 0 (no interaction). (5) The miRNA is mmu-miR-5116 with sequence UUUGAUAGGAACCCCGCCUGA. The protein sequence of the target gene is MSLVDLGKRLLEAARKGQDDEVRTLMANGAPFTTDWLGTSPLHLAAQYGHYSTAEVLLRAGVSRDARTKVDRTPLHMAAADGHAHIVELLVRNGADVNAKDMLKMTALHWATERHHRDVVELLIKYGADVHAFSKFDKSAFDIALEKNNAEILVILQEAMQNQVNVNPERANPVTDPVSMAAPFIFTSGEVVNLASLISSTNTKTTSGDPHASTVQFSNSTTSVLATLAALAEASVPLSNSHRATANTEEIIEGNSVDSSIQQVMGSGGQRVITIVTDGVPLGNIQTSIPTGGIGQPFIV.... Result: 0 (no interaction).